This data is from Full USPTO retrosynthesis dataset with 1.9M reactions from patents (1976-2016). The task is: Predict the reactants needed to synthesize the given product. Given the product [CH:1]([O:4][C:5]1[N:10]=[CH:9][C:8]([O:11][C:12]2[CH:17]=[CH:16][C:15]([CH2:18][CH2:19][C@H:20]([NH:24][C:25](=[O:27])[CH3:26])[CH:21]([CH3:23])[CH3:22])=[CH:14][CH:13]=2)=[CH:7][CH:6]=1)([CH3:3])[CH3:2], predict the reactants needed to synthesize it. The reactants are: [CH:1]([O:4][C:5]1[N:10]=[CH:9][C:8]([O:11][C:12]2[CH:17]=[CH:16][C:15]([CH2:18][CH2:19][C@H:20]([NH2:24])[CH:21]([CH3:23])[CH3:22])=[CH:14][CH:13]=2)=[CH:7][CH:6]=1)([CH3:3])[CH3:2].[C:25](OC(=O)C)(=[O:27])[CH3:26].